This data is from Full USPTO retrosynthesis dataset with 1.9M reactions from patents (1976-2016). The task is: Predict the reactants needed to synthesize the given product. (1) Given the product [C:43]([NH:1][C:2]1[S:3][CH:4]=[C:5]([C:7]2([C:25]([NH:27][CH2:28][C:29]3[CH:34]=[C:33]([C:35]([F:36])([F:37])[F:38])[CH:32]=[C:31]([C:39]([F:42])([F:41])[F:40])[CH:30]=3)=[O:26])[CH2:11][CH2:10][CH:9]([N:12]3[CH2:13][CH2:14][CH:15]([C:18]4[CH:23]=[CH:22][C:21]([F:24])=[CH:20][CH:19]=4)[CH2:16][CH2:17]3)[CH2:8]2)[N:6]=1)(=[O:45])[CH3:44], predict the reactants needed to synthesize it. The reactants are: [NH2:1][C:2]1[S:3][CH:4]=[C:5]([C:7]2([C:25]([NH:27][CH2:28][C:29]3[CH:34]=[C:33]([C:35]([F:38])([F:37])[F:36])[CH:32]=[C:31]([C:39]([F:42])([F:41])[F:40])[CH:30]=3)=[O:26])[CH2:11][CH2:10][CH:9]([N:12]3[CH2:17][CH2:16][CH:15]([C:18]4[CH:23]=[CH:22][C:21]([F:24])=[CH:20][CH:19]=4)[CH2:14][CH2:13]3)[CH2:8]2)[N:6]=1.[C:43](OC(=O)C)(=[O:45])[CH3:44].N1C=CC=CC=1. (2) Given the product [NH2:6][CH2:4][C:3]1[CH:7]=[C:8]([N+:12]([O-:14])=[O:13])[C:9]([Cl:11])=[CH:10][C:2]=1[NH2:1], predict the reactants needed to synthesize it. The reactants are: [NH2:1][C:2]1[CH:10]=[C:9]([Cl:11])[C:8]([N+:12]([O-:14])=[O:13])=[CH:7][C:3]=1[C:4]([NH2:6])=O.Cl.[OH-].[Na+]. (3) Given the product [CH2:1]([O:8][C:9]([N:11]1[CH2:15][C:14]([C:16]2[CH:21]=[CH:20][CH:19]=[CH:18][CH:17]=2)=[CH:13][C@H:12]1[CH2:22][OH:23])=[O:10])[C:2]1[CH:7]=[CH:6][CH:5]=[CH:4][CH:3]=1, predict the reactants needed to synthesize it. The reactants are: [CH2:1]([O:8][C:9]([N:11]1[CH2:15][C:14]([C:16]2[CH:21]=[CH:20][CH:19]=[CH:18][CH:17]=2)=[CH:13][C@H:12]1[C:22](O)=[O:23])=[O:10])[C:2]1[CH:7]=[CH:6][CH:5]=[CH:4][CH:3]=1.[BH4-].[Li+]. (4) Given the product [CH3:52][O:51][C:49]([C:48]1[N:47]=[CH:46][N:45]([CH2:26][C:27]2[N:31]3[CH:32]=[C:33]([CH3:36])[CH:34]=[CH:35][C:30]3=[N:29][C:28]=2[C:37]2[CH:42]=[CH:41][C:40]([CH3:43])=[CH:39][CH:38]=2)[N:44]=1)=[O:50], predict the reactants needed to synthesize it. The reactants are: N1(CC2N3C=C(C)C=CC3=NC=2C2C=CC(C)=CC=2)C=CN=C1.Cl.Cl[CH2:26][C:27]1[N:31]2[CH:32]=[C:33]([CH3:36])[CH:34]=[CH:35][C:30]2=[N:29][C:28]=1[C:37]1[CH:42]=[CH:41][C:40]([CH3:43])=[CH:39][CH:38]=1.[NH:44]1[C:48]([C:49]([O:51][CH3:52])=[O:50])=[N:47][CH:46]=[N:45]1. (5) Given the product [CH2:18]([N:15]1[C:16]2[CH:17]=[C:9]3[N:8]=[C:7]([C:3]4[C:2]([NH:1][C:30](=[O:31])[CH2:29][O:28][C:27]5[CH:33]=[CH:34][CH:35]=[CH:36][C:26]=5[O:25][CH3:24])=[CH:6][NH:5][N:4]=4)[NH:23][C:10]3=[CH:11][C:12]=2[C:13]([CH3:22])([CH3:21])[C:14]1=[O:20])[CH3:19], predict the reactants needed to synthesize it. The reactants are: [NH2:1][C:2]1[C:3]([C:7]2[NH:23][C:10]3=[CH:11][C:12]4[C:13]([CH3:22])([CH3:21])[C:14](=[O:20])[N:15]([CH2:18][CH3:19])[C:16]=4[CH:17]=[C:9]3[N:8]=2)=[N:4][NH:5][CH:6]=1.[CH3:24][O:25][C:26]1[CH:36]=[CH:35][CH:34]=[CH:33][C:27]=1[O:28][CH2:29][C:30](O)=[O:31]. (6) Given the product [C:34]([C:33]1[CH:32]=[CH:31][C:30]([C:22]2[CH:23]=[C:24]3[N:29]([CH2:13][C@H:10]4[CH2:11][CH2:12][N:8]([C:1]([O:3][C:4]([CH3:7])([CH3:6])[CH3:5])=[O:2])[CH2:9]4)[CH:28]=[CH:27][C:25]3=[N:26][C:21]=2[N:15]2[CH2:20][CH2:19][O:18][CH2:17][CH2:16]2)=[CH:37][CH:36]=1)#[N:35], predict the reactants needed to synthesize it. The reactants are: [C:1]([N:8]1[CH2:12][CH2:11][C@H:10]([CH2:13]Br)[CH2:9]1)([O:3][C:4]([CH3:7])([CH3:6])[CH3:5])=[O:2].[N:15]1([C:21]2[N:26]=[C:25]3[CH:27]=[CH:28][NH:29][C:24]3=[CH:23][C:22]=2[C:30]2[CH:37]=[CH:36][C:33]([C:34]#[N:35])=[CH:32][CH:31]=2)[CH2:20][CH2:19][O:18][CH2:17][CH2:16]1.